From a dataset of NCI-60 drug combinations with 297,098 pairs across 59 cell lines. Regression. Given two drug SMILES strings and cell line genomic features, predict the synergy score measuring deviation from expected non-interaction effect. Drug 1: CN(C)C1=NC(=NC(=N1)N(C)C)N(C)C. Drug 2: C1=CC(=CC=C1CC(C(=O)O)N)N(CCCl)CCCl.Cl. Cell line: SK-OV-3. Synergy scores: CSS=15.9, Synergy_ZIP=1.49, Synergy_Bliss=6.97, Synergy_Loewe=0.348, Synergy_HSA=4.99.